This data is from Full USPTO retrosynthesis dataset with 1.9M reactions from patents (1976-2016). The task is: Predict the reactants needed to synthesize the given product. (1) Given the product [Cl:45][C:10]1[C:6]2[C:4](=[CH:3][C:2]([I:1])=[C:8]([CH3:9])[CH:7]=2)[N:5]=[C:12]([CH3:14])[CH:11]=1.[Cl:45][C:34]1[C:33]2[C:38](=[CH:39][CH:40]=[C:41]([CH3:42])[C:32]=2[I:31])[N:37]=[C:36]([CH3:43])[CH:35]=1, predict the reactants needed to synthesize it. The reactants are: [I:1][C:2]1[CH:3]=[C:4]([CH:6]=[CH:7][C:8]=1[CH3:9])[NH2:5].[C:10](OCC)(=O)[CH2:11][C:12]([CH3:14])=O.O.C1(C)C=CC(S(O)(=O)=O)=CC=1.[I:31][C:32]1[C:41]([CH3:42])=[CH:40][CH:39]=[C:38]2[C:33]=1[C:34](=O)[CH:35]=[C:36]([CH3:43])[NH:37]2.[Cl-:45].[P+]=O.[OH-].[NH4+]. (2) Given the product [C:1]1([S:7]([N:10]2[CH:11]=[CH:12][CH:13]=[C:14]2[C:21]([C:18]2[CH:19]=[CH:20][C:15]([CH3:24])=[CH:16][CH:17]=2)=[O:22])(=[O:9])=[O:8])[CH:2]=[CH:3][CH:4]=[CH:5][CH:6]=1, predict the reactants needed to synthesize it. The reactants are: [C:1]1([S:7]([N:10]2[CH:14]=[CH:13][CH:12]=[CH:11]2)(=[O:9])=[O:8])[CH:6]=[CH:5][CH:4]=[CH:3][CH:2]=1.[C:15]1([CH3:24])[CH:20]=[CH:19][C:18]([C:21](Cl)=[O:22])=[CH:17][CH:16]=1. (3) Given the product [C:1]([NH:4][C@@H:5]1[C@@:14]([CH2:16][C:17]2[CH:18]=[CH:19][CH:20]=[CH:21][CH:22]=2)([OH:15])[C@H:13]([O:23][CH2:24][C:25]2[CH:26]=[CH:27][CH:28]=[CH:29][CH:30]=2)[C@@H:12]([CH2:31][O:32][C:33](=[O:41])[CH2:34][CH2:35][CH2:36][CH2:37][CH2:38][CH2:39][CH3:40])[O:11][CH:6]1[O:7][CH2:8][CH:9]=[CH2:10])(=[O:3])[CH3:2], predict the reactants needed to synthesize it. The reactants are: [C:1]([NH:4][C@@H:5]1[C@@:14]([CH2:16][C:17]2[CH:22]=[CH:21][CH:20]=[CH:19][CH:18]=2)([OH:15])[C@H:13]([O:23][CH2:24][C:25]2[CH:30]=[CH:29][CH:28]=[CH:27][CH:26]=2)[C@@H:12]([CH2:31][OH:32])[O:11][CH:6]1[O:7][CH2:8][CH:9]=[CH2:10])(=[O:3])[CH3:2].[C:33](Cl)(=[O:41])[CH2:34][CH2:35][CH2:36][CH2:37][CH2:38][CH2:39][CH3:40].O.